This data is from NCI-60 drug combinations with 297,098 pairs across 59 cell lines. The task is: Regression. Given two drug SMILES strings and cell line genomic features, predict the synergy score measuring deviation from expected non-interaction effect. (1) Drug 1: CC1CCC2CC(C(=CC=CC=CC(CC(C(=O)C(C(C(=CC(C(=O)CC(OC(=O)C3CCCCN3C(=O)C(=O)C1(O2)O)C(C)CC4CCC(C(C4)OC)OCCO)C)C)O)OC)C)C)C)OC. Drug 2: CCN(CC)CCCC(C)NC1=C2C=C(C=CC2=NC3=C1C=CC(=C3)Cl)OC. Cell line: A498. Synergy scores: CSS=13.2, Synergy_ZIP=-6.27, Synergy_Bliss=-2.13, Synergy_Loewe=-0.321, Synergy_HSA=0.397. (2) Drug 1: C1=C(C(=O)NC(=O)N1)N(CCCl)CCCl. Drug 2: CC(C)NC(=O)C1=CC=C(C=C1)CNNC.Cl. Cell line: OVCAR-5. Synergy scores: CSS=-2.53, Synergy_ZIP=-4.87, Synergy_Bliss=-4.79, Synergy_Loewe=-11.2, Synergy_HSA=-5.64. (3) Drug 1: C1=CN(C=N1)CC(O)(P(=O)(O)O)P(=O)(O)O. Drug 2: C1CN(CCN1C(=O)CCBr)C(=O)CCBr. Cell line: NCIH23. Synergy scores: CSS=32.5, Synergy_ZIP=-1.82, Synergy_Bliss=1.68, Synergy_Loewe=1.58, Synergy_HSA=1.65. (4) Drug 1: CC12CCC3C(C1CCC2=O)CC(=C)C4=CC(=O)C=CC34C. Drug 2: CC1OCC2C(O1)C(C(C(O2)OC3C4COC(=O)C4C(C5=CC6=C(C=C35)OCO6)C7=CC(=C(C(=C7)OC)O)OC)O)O. Cell line: 786-0. Synergy scores: CSS=57.1, Synergy_ZIP=1.92, Synergy_Bliss=3.16, Synergy_Loewe=-5.75, Synergy_HSA=5.13. (5) Drug 2: CC1C(C(CC(O1)OC2CC(OC(C2O)C)OC3=CC4=CC5=C(C(=O)C(C(C5)C(C(=O)C(C(C)O)O)OC)OC6CC(C(C(O6)C)O)OC7CC(C(C(O7)C)O)OC8CC(C(C(O8)C)O)(C)O)C(=C4C(=C3C)O)O)O)O. Synergy scores: CSS=83.9, Synergy_ZIP=1.00, Synergy_Bliss=0.981, Synergy_Loewe=0.447, Synergy_HSA=1.43. Cell line: CCRF-CEM. Drug 1: C1=CN(C(=O)N=C1N)C2C(C(C(O2)CO)O)O.Cl.